This data is from Full USPTO retrosynthesis dataset with 1.9M reactions from patents (1976-2016). The task is: Predict the reactants needed to synthesize the given product. Given the product [C:1]([O:5][C@@H:6]([C:12]1[C:13]([CH3:32])=[N:14][C:15]2[N:16]([N:26]=[C:27]([C:29](=[O:31])[NH:37][CH2:36][CH2:35][C:34]([CH3:39])([CH3:38])[CH3:33])[CH:28]=2)[C:17]=1[N:18]1[CH2:23][CH2:22][C:21]([CH3:25])([CH3:24])[CH2:20][CH2:19]1)[C:7]([OH:9])=[O:8])([CH3:4])([CH3:2])[CH3:3], predict the reactants needed to synthesize it. The reactants are: [C:1]([O:5][C@@H:6]([C:12]1[C:13]([CH3:32])=[N:14][C:15]2[N:16]([N:26]=[C:27]([C:29]([OH:31])=O)[CH:28]=2)[C:17]=1[N:18]1[CH2:23][CH2:22][C:21]([CH3:25])([CH3:24])[CH2:20][CH2:19]1)[C:7]([O:9]CC)=[O:8])([CH3:4])([CH3:3])[CH3:2].[CH3:33][C:34]([CH3:39])([CH3:38])[CH2:35][CH2:36][NH2:37].CCN(C(C)C)C(C)C.CN(C(ON1N=NC2C=CC=NC1=2)=[N+](C)C)C.F[P-](F)(F)(F)(F)F.[OH-].[Na+].